From a dataset of Forward reaction prediction with 1.9M reactions from USPTO patents (1976-2016). Predict the product of the given reaction. (1) The product is: [Br:1][C:2]1[CH:7]=[CH:6][C:5]([O:8][CH2:9][CH2:10][CH2:11][N:16]2[CH2:15][CH2:14][N:13]([C:19]([O:21][C:22]([CH3:25])([CH3:24])[CH3:23])=[O:20])[CH2:18][CH2:17]2)=[CH:4][CH:3]=1. Given the reactants [Br:1][C:2]1[CH:7]=[CH:6][C:5]([O:8][CH2:9][CH2:10][CH2:11]Br)=[CH:4][CH:3]=1.[N:13]1([C:19]([O:21][C:22]([CH3:25])([CH3:24])[CH3:23])=[O:20])[CH2:18][CH2:17][NH:16][CH2:15][CH2:14]1.C([O-])([O-])=O.[Cs+].[Cs+].C(OCC)(=O)C, predict the reaction product. (2) The product is: [F:34][C:35]1[C:44]([CH:45]([N:50]2[C:51](=[O:58])[C:52]3[C:57](=[CH:56][CH:55]=[CH:54][CH:53]=3)[C:49]2=[O:59])[CH3:46])=[C:43]([F:48])[CH:42]=[C:41]2[C:36]=1[CH:37]=[CH:38][CH:39]=[N:40]2. Given the reactants N(/C(OC(C)C)=O)=N\C(OC(C)C)=O.C1(P(C2C=CC=CC=2)C2C=CC=CC=2)C=CC=CC=1.[F:34][C:35]1[C:44]([CH:45](O)[CH3:46])=[C:43]([F:48])[CH:42]=[C:41]2[C:36]=1[CH:37]=[CH:38][CH:39]=[N:40]2.[C:49]1(=[O:59])[C:57]2[C:52](=[CH:53][CH:54]=[CH:55][CH:56]=2)[C:51](=[O:58])[NH:50]1, predict the reaction product. (3) The product is: [F:23][C:24]1[CH:25]=[C:26]([CH:38]=[CH:39][CH:40]=1)[CH2:27][N:28]1[C:36]2[C:31](=[CH:32][C:33]([NH:37][C:2]3[C:7]4[C:8]5[CH2:14][CH2:13][CH2:12][NH:11][CH2:10][C:9]=5[S:22][C:6]=4[N:5]=[CH:4][N:3]=3)=[CH:34][CH:35]=2)[CH:30]=[N:29]1. Given the reactants Cl[C:2]1[C:7]2[C:8]3[CH2:14][CH2:13][CH2:12][N:11](C(OC(C)(C)C)=O)[CH2:10][C:9]=3[S:22][C:6]=2[N:5]=[CH:4][N:3]=1.[F:23][C:24]1[CH:25]=[C:26]([CH:38]=[CH:39][CH:40]=1)[CH2:27][N:28]1[C:36]2[C:31](=[CH:32][C:33]([NH2:37])=[CH:34][CH:35]=2)[CH:30]=[N:29]1, predict the reaction product. (4) Given the reactants [NH2:1][C:2]1([CH2:11][C:12]([O:14]CC)=O)[CH2:10][C:9]2[C:4](=[CH:5][CH:6]=[CH:7][CH:8]=2)[CH2:3]1.[CH3:17][N:18]1[C:22]2[CH2:23][CH:24]([C:28]([O:30][CH2:31][CH3:32])=[O:29])[CH2:25][C:26](=O)[C:21]=2[N:20]=[C:19]1[CH3:33].O.C1(C)C=CC(S(O)(=O)=O)=CC=1, predict the reaction product. The product is: [CH3:33][C:19]1[N:18]([CH3:17])[C:22]2[CH2:23][CH:24]([C:28]([O:30][CH2:31][CH3:32])=[O:29])[C:25]3[C:12](=[O:14])[CH2:11][C:2]4([NH:1][C:26]=3[C:21]=2[N:20]=1)[CH2:3][C:4]1[C:9](=[CH:8][CH:7]=[CH:6][CH:5]=1)[CH2:10]4. (5) The product is: [N:25]1([CH2:24][CH2:23][NH:22][C:20]([C:16]2[C:17]3[C:12](=[CH:11][C:10]([O:9][C:3]4[CH:8]=[CH:7][N:6]=[CH:5][CH:4]=4)=[CH:19][CH:18]=3)[CH:13]=[CH:14][CH:15]=2)=[O:21])[CH2:30][CH2:29][O:28][CH2:27][CH2:26]1. Given the reactants Cl.Br[C:3]1[CH:8]=[CH:7][N:6]=[CH:5][CH:4]=1.[OH:9][C:10]1[CH:11]=[C:12]2[C:17](=[CH:18][CH:19]=1)[C:16]([C:20]([NH:22][CH2:23][CH2:24][N:25]1[CH2:30][CH2:29][O:28][CH2:27][CH2:26]1)=[O:21])=[CH:15][CH:14]=[CH:13]2.C([O-])([O-])=O.[Cs+].[Cs+], predict the reaction product. (6) Given the reactants [C:1]([C:4]1[CH:9]=[CH:8][C:7]([N:10]=[N:11][C:12](=[C:16]2[C:25]3[C:20](=[CH:21][CH:22]=[CH:23][CH:24]=3)[CH2:19][C:18]([CH3:27])([CH3:26])[NH:17]2)[C:13](O)=[O:14])=[CH:6][CH:5]=1)(=[O:3])[CH3:2].[CH3:28][NH:29][CH3:30].C1C=CC2N(O)N=NC=2C=1.CN(C(ON1N=NC2C=CC=CC1=2)=[N+](C)C)C.F[P-](F)(F)(F)(F)F, predict the reaction product. The product is: [C:1]([C:4]1[CH:9]=[CH:8][C:7]([N:10]=[N:11][C:12](=[C:16]2[C:25]3[C:20](=[CH:21][CH:22]=[CH:23][CH:24]=3)[CH2:19][C:18]([CH3:26])([CH3:27])[NH:17]2)[C:13]([N:29]([CH3:30])[CH3:28])=[O:14])=[CH:6][CH:5]=1)(=[O:3])[CH3:2]. (7) Given the reactants Cl.[NH2:2][C:3](=[NH:22])[CH2:4][C:5]1[CH:10]=[CH:9][C:8]([CH2:11][CH2:12][C:13]2[N:14]=[C:15]([NH:18][C:19](=[O:21])[CH3:20])[S:16][CH:17]=2)=[CH:7][CH:6]=1.C([O-])(O)=O.[Na+], predict the reaction product. The product is: [NH2:22][C:3](=[NH:2])[CH2:4][C:5]1[CH:10]=[CH:9][C:8]([CH2:11][CH2:12][C:13]2[N:14]=[C:15]([NH:18][C:19](=[O:21])[CH3:20])[S:16][CH:17]=2)=[CH:7][CH:6]=1.